From a dataset of Catalyst prediction with 721,799 reactions and 888 catalyst types from USPTO. Predict which catalyst facilitates the given reaction. (1) The catalyst class is: 2. Product: [CH2:23]([C:33]1[CH:34]=[CH:35][C:36]([C:37]([NH:1][C:2]2([CH2:17][C:18]([O:20][CH2:21][CH3:22])=[O:19])[CH2:6][CH2:5][N:4]([C:7]([O:9][CH2:10][C:11]3[CH:12]=[CH:13][CH:14]=[CH:15][CH:16]=3)=[O:8])[CH2:3]2)=[O:38])=[CH:40][CH:41]=1)[CH2:24][CH2:25][CH2:26][CH2:27][CH2:28][CH2:29][CH2:30][CH2:31][CH3:32]. Reactant: [NH2:1][C:2]1([CH2:17][C:18]([O:20][CH2:21][CH3:22])=[O:19])[CH2:6][CH2:5][N:4]([C:7]([O:9][CH2:10][C:11]2[CH:16]=[CH:15][CH:14]=[CH:13][CH:12]=2)=[O:8])[CH2:3]1.[CH2:23]([C:33]1[CH:41]=[CH:40][C:36]([C:37](O)=[O:38])=[CH:35][CH:34]=1)[CH2:24][CH2:25][CH2:26][CH2:27][CH2:28][CH2:29][CH2:30][CH2:31][CH3:32].C(Cl)CCl.C(N(CC)CC)C. (2) Reactant: [N+:1]([C:4]1[CH:9]=[CH:8][C:7]([OH:10])=[CH:6][CH:5]=1)([O-:3])=[O:2].C(=O)([O-])[O-].[K+].[K+].Cl.Cl[CH2:19][C:20]1[CH:21]=[N:22][CH:23]=[CH:24][CH:25]=1. Product: [N+:1]([C:4]1[CH:9]=[CH:8][C:7]([O:10][CH2:19][C:20]2[CH:21]=[N:22][CH:23]=[CH:24][CH:25]=2)=[CH:6][CH:5]=1)([O-:3])=[O:2]. The catalyst class is: 9. (3) Reactant: Cl[C:2]1[C:11]2=[N:12][N:13](CC3C=CC(OC)=CC=3)[CH:14]=[C:10]2[C:9]2[C:8]([O:24][CH3:25])=[CH:7][CH:6]=[CH:5][C:4]=2[N:3]=1.[CH3:26][N:27]1[CH2:35][C:34]2[C:29](=[CH:30][CH:31]=[C:32]([NH2:36])[CH:33]=2)[CH2:28]1.Cl. Product: [CH3:25][O:24][C:8]1[C:9]2[C:10]3[CH:14]=[N:13][NH:12][C:11]=3[C:2]([NH:36][C:32]3[CH:33]=[C:34]4[C:29](=[CH:30][CH:31]=3)[CH2:28][N:27]([CH3:26])[CH2:35]4)=[N:3][C:4]=2[CH:5]=[CH:6][CH:7]=1. The catalyst class is: 71.